Dataset: Reaction yield outcomes from USPTO patents with 853,638 reactions. Task: Predict the reaction yield, written as a fraction of the theoretical maximum amount of product (1.0 means a 100% yield; for example, 0.34 means a 34% yield). (1) The catalyst is C(OCC)(=O)C. The yield is 0.360. The reactants are [F:1][C:2]1[CH:9]=[C:8]([OH:10])[CH:7]=[CH:6][C:3]=1[C:4]#[N:5].[C:11]([O:16][CH3:17])(=[O:15])[C@H:12]([CH3:14])O.C1(P(C2C=CC=CC=2)C2C=CC=CC=2)C=CC=CC=1.N(C(OCC)=O)=NC(OCC)=O. The product is [CH3:17][O:16][C:11](=[O:15])[C@H:12]([O:10][C:8]1[CH:7]=[CH:6][C:3]([C:4]#[N:5])=[C:2]([F:1])[CH:9]=1)[CH3:14]. (2) The reactants are C(O[CH:5]([C:14]1[CH:19]=[CH:18][C:17]([C:20]2[O:21][CH2:22][C:23]([CH3:26])([CH3:25])[N:24]=2)=[CH:16][CH:15]=1)[C:6]1[CH:11]=[CH:10][CH:9]=[CH:8][C:7]=1[O:12][CH3:13])(=O)C.C([O-])=O.[NH4+]. The catalyst is CO.[Pd]. The product is [CH3:25][C:23]1([CH3:26])[CH2:22][O:21][C:20]([C:17]2[CH:18]=[CH:19][C:14]([CH2:5][C:6]3[CH:11]=[CH:10][CH:9]=[CH:8][C:7]=3[O:12][CH3:13])=[CH:15][CH:16]=2)=[N:24]1. The yield is 0.730. (3) The reactants are [CH2:1]([N:8]1[CH2:13][CH2:12][N:11]([C:14]2[CH:19]=[CH:18][C:17]([OH:20])=[CH:16][CH:15]=2)[CH2:10][CH2:9]1)[C:2]1[CH:7]=[CH:6][CH:5]=[CH:4][CH:3]=1.I[C:22]1[CH:27]=[CH:26][C:25]([CH3:28])=[CH:24][CH:23]=1. No catalyst specified. The product is [CH2:1]([N:8]1[CH2:9][CH2:10][N:11]([C:14]2[CH:15]=[CH:16][C:17]([O:20][C:22]3[CH:27]=[CH:26][C:25]([CH3:28])=[CH:24][CH:23]=3)=[CH:18][CH:19]=2)[CH2:12][CH2:13]1)[C:2]1[CH:3]=[CH:4][CH:5]=[CH:6][CH:7]=1. The yield is 0.143. (4) The yield is 0.850. The product is [CH3:15][O:14][C:11]1[CH:12]=[CH:13][C:8]([N:5]2[CH2:4][CH2:3][N:2]([CH3:1])[CH2:7][CH2:6]2)=[CH:9][C:10]=1[NH2:16]. The reactants are [CH3:1][N:2]1[CH2:7][CH2:6][N:5]([C:8]2[CH:13]=[CH:12][C:11]([O:14][CH3:15])=[C:10]([N+:16]([O-])=O)[CH:9]=2)[CH2:4][CH2:3]1. The catalyst is C(O)C.[Pd]. (5) The reactants are C(=O)([O-])[O-].FC(F)(F)C(O)=O.[CH:12]([C:15]1[N:19]=[C:18]([N:20]2[CH2:25][CH2:24][CH:23]([NH:26][NH2:27])[CH2:22][CH2:21]2)[O:17][N:16]=1)([CH3:14])[CH3:13].[Cl:28][C:29]1[C:34]([CH:35]=O)=[C:33](Cl)[N:32]=[CH:31][N:30]=1. The catalyst is C(#N)C. The product is [Cl:28][C:29]1[N:30]=[CH:31][N:32]=[C:33]2[N:26]([CH:23]3[CH2:24][CH2:25][N:20]([C:18]4[O:17][N:16]=[C:15]([CH:12]([CH3:14])[CH3:13])[N:19]=4)[CH2:21][CH2:22]3)[N:27]=[CH:35][C:34]=12. The yield is 0.200. (6) The reactants are [Cl:1][C:2]1[CH:7]=[CH:6][CH:5]=[CH:4][C:3]=1[S:8]([N:11]1[CH2:16][CH2:15][NH:14][C:13]2[N:17]=[CH:18][C:19](I)=[CH:20][C:12]1=2)(=[O:10])=[O:9].[CH3:22][N:23]1[CH2:28][CH2:27][N:26]([C:29]2[CH:34]=[CH:33][C:32](B3OC(C)(C)C(C)(C)O3)=[CH:31][N:30]=2)[CH2:25][CH2:24]1. No catalyst specified. The product is [Cl:1][C:2]1[CH:7]=[CH:6][CH:5]=[CH:4][C:3]=1[S:8]([N:11]1[CH2:16][CH2:15][NH:14][C:13]2[N:17]=[CH:18][C:19]([C:32]3[CH:31]=[N:30][C:29]([N:26]4[CH2:25][CH2:24][N:23]([CH3:22])[CH2:28][CH2:27]4)=[CH:34][CH:33]=3)=[CH:20][C:12]1=2)(=[O:10])=[O:9]. The yield is 0.410. (7) The yield is 0.496. The reactants are [NH2:1][C:2]1[CH:11]=[CH:10][C:5]([C:6]([O:8][CH3:9])=[O:7])=[CH:4][CH:3]=1.Cl[CH2:13][CH2:14][CH2:15][N:16]=[C:17]=[O:18].[H-].[Na+]. The catalyst is C1COCC1. The product is [CH3:9][O:8][C:6](=[O:7])[C:5]1[CH:4]=[CH:3][C:2]([N:1]2[CH2:13][CH2:14][CH2:15][NH:16][C:17]2=[O:18])=[CH:11][CH:10]=1.